This data is from Full USPTO retrosynthesis dataset with 1.9M reactions from patents (1976-2016). The task is: Predict the reactants needed to synthesize the given product. (1) Given the product [F:1][C:2]1[CH:11]=[CH:10][CH:9]=[C:8]2[C:3]=1[CH:4]=[CH:5][CH:6]=[C:7]2[CH2:12][C:13]([OH:15])=[O:14], predict the reactants needed to synthesize it. The reactants are: [F:1][C:2]1[CH:11]=[CH:10][CH:9]=[C:8]2[C:3]=1[CH:4]=[CH:5][CH:6]=[C:7]2[CH2:12][C:13]([O:15]CC)=[O:14].[OH-].[Na+]. (2) Given the product [CH3:48][O:47][CH2:46][CH2:45][CH2:44][CH2:43][N:1]1[C:5]2[CH:6]=[CH:7][CH:8]=[CH:9][C:4]=2[N:3]=[C:2]1[C:10]([N:12]([CH2:34][CH:35]([CH3:37])[CH3:36])[C@H:13]1[CH2:18][C@@H:17]([C:19]([N:21]2[CH2:22][CH2:23][O:24][CH2:25][CH2:26]2)=[O:20])[CH2:16][N:15]([C:27]([O:29][C:30]([CH3:31])([CH3:32])[CH3:33])=[O:28])[CH2:14]1)=[O:11], predict the reactants needed to synthesize it. The reactants are: [NH:1]1[C:5]2[CH:6]=[CH:7][CH:8]=[CH:9][C:4]=2[N:3]=[C:2]1[C:10]([N:12]([CH2:34][CH:35]([CH3:37])[CH3:36])[C@H:13]1[CH2:18][C@@H:17]([C:19]([N:21]2[CH2:26][CH2:25][O:24][CH2:23][CH2:22]2)=[O:20])[CH2:16][N:15]([C:27]([O:29][C:30]([CH3:33])([CH3:32])[CH3:31])=[O:28])[CH2:14]1)=[O:11].CS(O[CH2:43][CH2:44][CH2:45][CH2:46][O:47][CH3:48])(=O)=O.C(=O)([O-])[O-].[Cs+].[Cs+].